Predict which catalyst facilitates the given reaction. From a dataset of Catalyst prediction with 721,799 reactions and 888 catalyst types from USPTO. Reactant: [CH3:1][O:2][C:3]1[C:4](=[O:22])[C:5]([C:18]([O:20]C)=[O:19])=[CH:6][N:7]2[C@H:12]3[CH2:13][C@@H:14]4[CH2:16][C@@H:15]4[C@H:11]3[NH:10][C:9](=[O:17])[C:8]=12.[H-].[Na+].I[CH3:26].[OH-].[Na+].Cl. Product: [CH3:1][O:2][C:3]1[C:4](=[O:22])[C:5]([C:18]([OH:20])=[O:19])=[CH:6][N:7]2[C@H:12]3[CH2:13][C@@H:14]4[CH2:16][C@@H:15]4[C@H:11]3[N:10]([CH3:26])[C:9](=[O:17])[C:8]=12. The catalyst class is: 118.